Dataset: Full USPTO retrosynthesis dataset with 1.9M reactions from patents (1976-2016). Task: Predict the reactants needed to synthesize the given product. (1) Given the product [CH2:15]([O:14][C:12]([C:5]1[C:6]([C:8]([F:11])([F:10])[F:9])=[N:7][C:2]([C:23]2[CH:22]=[CH:21][C:20]([O:19][C:18]([F:17])([F:29])[F:30])=[CH:25][CH:24]=2)=[N:3][CH:4]=1)=[O:13])[CH3:16], predict the reactants needed to synthesize it. The reactants are: Cl[C:2]1[N:7]=[C:6]([C:8]([F:11])([F:10])[F:9])[C:5]([C:12]([O:14][CH2:15][CH3:16])=[O:13])=[CH:4][N:3]=1.[F:17][C:18]([F:30])([F:29])[O:19][C:20]1[CH:25]=[CH:24][C:23](B(O)O)=[CH:22][CH:21]=1. (2) Given the product [NH:36]1[C:37]2=[N:38][CH:39]=[C:31]([CH2:30][NH:29][C:19]([C:17]3[C:16]([C:22]([F:25])([F:24])[F:23])=[N:15][N:14]([CH2:13][C:12]4[CH:11]=[CH:10][C:9]([CH2:8][N:3]5[CH:4]=[CH:5][CH:6]=[CH:7][C:2]5=[O:1])=[CH:27][CH:26]=4)[CH:18]=3)=[O:21])[CH:32]=[C:33]2[CH:34]=[CH:35]1, predict the reactants needed to synthesize it. The reactants are: [O:1]=[C:2]1[CH:7]=[CH:6][CH:5]=[CH:4][N:3]1[CH2:8][C:9]1[CH:27]=[CH:26][C:12]([CH2:13][N:14]2[CH:18]=[C:17]([C:19]([OH:21])=O)[C:16]([C:22]([F:25])([F:24])[F:23])=[N:15]2)=[CH:11][CH:10]=1.Cl.[NH2:29][CH2:30][C:31]1[CH:32]=[C:33]2[C:37](=[N:38][CH:39]=1)[NH:36][CH:35]=[CH:34]2.C1C=CC2N(O)N=NC=2C=1.C(N(CC)CC)C.CCN=C=NCCCN(C)C.Cl. (3) Given the product [C:1]([O:5][C:6]([N:8]1[C:16]2[C:11](=[CH:12][C:13]([CH:17]3[C:18]([C:27]#[N:28])=[C:19]([CH3:26])[NH:20][C:21]([CH3:25])=[C:22]3[C:23]#[N:24])=[CH:14][CH:15]=2)[C:10]([NH:29][CH2:30][CH2:31][OH:32])=[N:9]1)=[O:7])([CH3:4])([CH3:2])[CH3:3], predict the reactants needed to synthesize it. The reactants are: [C:1]([O:5][C:6]([N:8]1[C:16]2[C:11](=[CH:12][C:13]([CH:17]3[C:22]([C:23]#[N:24])=[C:21]([CH3:25])[NH:20][C:19]([CH3:26])=[C:18]3[C:27]#[N:28])=[CH:14][CH:15]=2)[C:10]([NH:29][CH2:30][CH2:31][O:32][Si](C(C)(C)C)(C)C)=[N:9]1)=[O:7])([CH3:4])([CH3:3])[CH3:2].CCCC[N+](CCCC)(CCCC)CCCC.[F-]. (4) Given the product [C:9]1([C:19]2[O:8][C:3]3[CH:4]=[CH:5][CH:6]=[CH:7][C:2]=3[N:1]=2)[C:18]2[C:13](=[CH:14][CH:15]=[CH:16][CH:17]=2)[CH:12]=[CH:11][CH:10]=1, predict the reactants needed to synthesize it. The reactants are: [NH2:1][C:2]1[CH:7]=[CH:6][CH:5]=[CH:4][C:3]=1[OH:8].[C:9]1([C:19](O)=O)[C:18]2[C:13](=[CH:14][CH:15]=[CH:16][CH:17]=2)[CH:12]=[CH:11][CH:10]=1. (5) The reactants are: C([O:3][C:4](=O)[CH2:5][CH2:6][C:7]1([C:11]([F:14])([F:13])[F:12])[CH2:10][CH2:9][CH2:8]1)C.[H-].[Al+3].[Li+].[H-].[H-].[H-]. Given the product [F:12][C:11]([C:7]1([CH2:6][CH2:5][CH2:4][OH:3])[CH2:10][CH2:9][CH2:8]1)([F:13])[F:14], predict the reactants needed to synthesize it. (6) The reactants are: C[O:2][C:3](=[O:34])[CH2:4][CH:5]1[CH2:10][CH2:9][CH:8]([C:11]2[CH:16]=[CH:15][C:14]([C:17]3[CH:18]=[N:19][C:20]([NH:23][C:24]4[CH:25]=[N:26][C:27]([C:30]([F:33])([F:32])[F:31])=[CH:28][CH:29]=4)=[N:21][CH:22]=3)=[CH:13][CH:12]=2)[CH2:7][CH2:6]1.[Li+].[OH-]. Given the product [F:33][C:30]([F:31])([F:32])[C:27]1[N:26]=[CH:25][C:24]([NH:23][C:20]2[N:19]=[CH:18][C:17]([C:14]3[CH:13]=[CH:12][C:11]([CH:8]4[CH2:7][CH2:6][CH:5]([CH2:4][C:3]([OH:34])=[O:2])[CH2:10][CH2:9]4)=[CH:16][CH:15]=3)=[CH:22][N:21]=2)=[CH:29][CH:28]=1, predict the reactants needed to synthesize it.